From a dataset of Full USPTO retrosynthesis dataset with 1.9M reactions from patents (1976-2016). Predict the reactants needed to synthesize the given product. (1) Given the product [C:17]([C:14]1[CH:15]=[CH:16][C:11]([O:10][CH2:9][CH:4]2[CH:3]([CH:22]([S:23]([NH2:31])(=[O:25])=[O:24])[C:21]([F:28])([F:27])[F:20])[CH2:8][CH2:7][O:6][CH2:5]2)=[CH:12][CH:13]=1)(=[O:19])[CH3:18], predict the reactants needed to synthesize it. The reactants are: Cl.N[CH:3]1[CH2:8][CH2:7][O:6][CH2:5][CH:4]1[CH2:9][O:10][C:11]1[CH:16]=[CH:15][C:14]([C:17](=[O:19])[CH3:18])=[CH:13][CH:12]=1.[F:20][C:21]([F:28])([F:27])[CH2:22][S:23](Cl)(=[O:25])=[O:24].CC[N:31](CC)CC. (2) Given the product [CH2:1]([O:3][C:4]([C:6]1[CH:7]=[C:8]2[C:13](=[CH:14][CH:15]=1)[NH:12][CH:11]([C:16]1[CH:21]=[CH:20][CH:19]=[C:18]([NH:28][CH:25]([CH3:27])[CH3:26])[CH:17]=1)[C:10]([CH3:24])([CH3:23])[CH2:9]2)=[O:5])[CH3:2], predict the reactants needed to synthesize it. The reactants are: [CH2:1]([O:3][C:4]([C:6]1[CH:7]=[C:8]2[C:13](=[CH:14][CH:15]=1)[NH:12][CH:11]([C:16]1[CH:21]=[CH:20][CH:19]=[C:18](Br)[CH:17]=1)[C:10]([CH3:24])([CH3:23])[CH2:9]2)=[O:5])[CH3:2].[CH:25]([NH2:28])([CH3:27])[CH3:26].Cl.CN(C)CC(O)=O.C(=O)([O-])[O-].[K+].[K+]. (3) The reactants are: [C:1]([O:5][C:6]([NH:8][CH2:9][CH2:10][C:11]([OH:13])=[O:12])=[O:7])([CH3:4])([CH3:3])[CH3:2].Br.Br[CH2:16][C:17]([C:19]1[CH:20]=[N:21][CH:22]=[CH:23][CH:24]=1)=[O:18]. Given the product [C:1]([O:5][C:6]([NH:8][CH2:9][CH2:10][C:11]([O:13][CH2:16][C:17](=[O:18])[C:19]1[CH:20]=[N:21][CH:22]=[CH:23][CH:24]=1)=[O:12])=[O:7])([CH3:4])([CH3:2])[CH3:3], predict the reactants needed to synthesize it. (4) Given the product [Cl:17][C:18]1[CH:23]=[C:22]([O:15][C:11]2[C:12]([F:14])=[CH:13][C:8]([NH2:7])=[CH:9][C:10]=2[F:16])[CH:21]=[CH:20][N:19]=1, predict the reactants needed to synthesize it. The reactants are: CC(C)([O-])C.[K+].[NH2:7][C:8]1[CH:13]=[C:12]([F:14])[C:11]([OH:15])=[C:10]([F:16])[CH:9]=1.[Cl:17][C:18]1[CH:23]=[C:22](Cl)[CH:21]=[CH:20][N:19]=1.O. (5) The reactants are: C(O[P:4]([O:8][CH2:9][CH3:10])[O:5][CH2:6][CH3:7])C.[Br:11][CH2:12][CH2:13][CH2:14]Br. Given the product [Br:11][CH2:12][CH2:13][CH2:14][P:4]([O:5][CH2:6][CH3:7])[O:8][CH2:9][CH3:10], predict the reactants needed to synthesize it. (6) Given the product [CH3:1][O:2][C:3]1[CH:4]=[C:5]([CH:9]=[C:10]([N+:14]([O-:16])=[O:15])[C:11]=1[O:12][CH3:13])[C:6]([NH:24][NH:23][C:21](=[O:22])[C:20]1[CH:25]=[CH:26][CH:27]=[N:28][C:19]=1[C:18]([F:17])([F:29])[F:30])=[O:8], predict the reactants needed to synthesize it. The reactants are: [CH3:1][O:2][C:3]1[CH:4]=[C:5]([CH:9]=[C:10]([N+:14]([O-:16])=[O:15])[C:11]=1[O:12][CH3:13])[C:6]([OH:8])=O.[F:17][C:18]([F:30])([F:29])[C:19]1[N:28]=[CH:27][CH:26]=[CH:25][C:20]=1[C:21]([NH:23][NH2:24])=[O:22].O. (7) Given the product [C:40]([C:34]1[CH:33]=[CH:32][C:31]2[CH:30]([N:29]([CH2:28][CH2:27][C:22]3[CH:23]=[CH:24][CH:25]=[CH:26][C:21]=3[O:20][CH3:19])[CH2:2][CH2:3][CH2:4][CH2:5][C:6]([O:8][CH2:9][CH3:10])=[O:7])[CH2:39][CH2:38][CH2:37][C:36]=2[N:35]=1)#[N:41], predict the reactants needed to synthesize it. The reactants are: Br[CH2:2][CH2:3][CH2:4][CH2:5][C:6]([O:8][CH2:9][CH3:10])=[O:7].[I-].[K+].C(=O)([O-])[O-].[Na+].[Na+].[CH3:19][O:20][C:21]1[CH:26]=[CH:25][CH:24]=[CH:23][C:22]=1[CH2:27][CH2:28][NH:29][CH:30]1[CH2:39][CH2:38][CH2:37][C:36]2[N:35]=[C:34]([C:40]#[N:41])[CH:33]=[CH:32][C:31]1=2.